Dataset: Catalyst prediction with 721,799 reactions and 888 catalyst types from USPTO. Task: Predict which catalyst facilitates the given reaction. (1) Reactant: Cl.Cl.[NH2:3][CH:4]1[CH:9]2[CH2:10][CH2:11][N:6]([CH2:7][CH2:8]2)[CH2:5]1.CO.C[O-].[Na+].[N+:17]([C:20]1[CH:25]=[CH:24][C:23]([C:26]2[O:30][C:29]([C:31](Cl)=[O:32])=[CH:28][CH:27]=2)=[CH:22][CH:21]=1)([O-:19])=[O:18]. Product: [N:6]12[CH2:11][CH2:10][CH:9]([CH2:8][CH2:7]1)[CH:4]([NH:3][C:31]([C:29]1[O:30][C:26]([C:23]3[CH:22]=[CH:21][C:20]([N+:17]([O-:19])=[O:18])=[CH:25][CH:24]=3)=[CH:27][CH:28]=1)=[O:32])[CH2:5]2. The catalyst class is: 4. (2) Reactant: [CH3:1][C:2]([N:4]([OH:39])[CH2:5][CH2:6][CH2:7][CH2:8][CH2:9][NH:10][C:11]([CH2:13][CH2:14][C:15]([N:17]([OH:38])[CH2:18][CH2:19][CH2:20][CH2:21][CH2:22][NH:23][C:24]([CH2:26][CH2:27][C:28]([N:30]([OH:37])[CH2:31][CH2:32][CH2:33][CH2:34][CH2:35][NH2:36])=[O:29])=[O:25])=[O:16])=[O:12])=[O:3].[Cl-:40].[NH4+]. Product: [CH3:1][C:2]([N:4]([OH:39])[CH2:5][CH2:6][CH2:7][CH2:8][CH2:9][NH:10][C:11]([CH2:13][CH2:14][C:15]([N:17]([OH:38])[CH2:18][CH2:19][CH2:20][CH2:21][CH2:22][NH:23][C:24]([CH2:26][CH2:27][C:28]([N:30]([OH:37])[CH2:31][CH2:32][CH2:33][CH2:34][CH2:35][NH2:36])=[O:29])=[O:25])=[O:16])=[O:12])=[O:3].[ClH:40]. The catalyst class is: 6.